This data is from Reaction yield outcomes from USPTO patents with 853,638 reactions. The task is: Predict the reaction yield, written as a fraction of the theoretical maximum amount of product (1.0 means a 100% yield; for example, 0.34 means a 34% yield). (1) The yield is 0.750. The product is [CH2:1]([C:5]1[N:6]=[C:7]([CH3:27])[N:8]([C:35]2[CH:36]=[CH:37][C:32]([O:31][CH:28]([CH3:30])[CH3:29])=[CH:33][CH:34]=2)[C:9](=[O:26])[C:10]=1[CH2:11][C:12]1[CH:17]=[CH:16][C:15]([C:18]2[CH:23]=[CH:22][CH:21]=[CH:20][C:19]=2[C:24]2[NH:43][C:54](=[O:56])[O:57][N:25]=2)=[CH:14][CH:13]=1)[CH2:2][CH2:3][CH3:4]. The reactants are [CH2:1]([C:5]1[N:6]=[C:7]([CH3:27])[NH:8][C:9](=[O:26])[C:10]=1[CH2:11][C:12]1[CH:17]=[CH:16][C:15]([C:18]2[C:19]([C:24]#[N:25])=[CH:20][CH:21]=[CH:22][CH:23]=2)=[CH:14][CH:13]=1)[CH2:2][CH2:3][CH3:4].[CH:28]([O:31][C:32]1[CH:37]=[CH:36][C:35](B(O)O)=[CH:34][CH:33]=1)([CH3:30])[CH3:29].C([N:43](CC)CC)C.N1C=CC=CC=1.[C:54]([O:57]CC)(=[O:56])C. The catalyst is O1CCCC1.C([O-])(=O)C.[Cu+2].C([O-])(=O)C. (2) The yield is 0.800. No catalyst specified. The reactants are [CH2:1]([O:3][C:4](=[O:11])[C:5]([OH:10])([CH3:9])[C:6]([OH:8])=O)[CH3:2].O1CCCC1.[F:17][C:18]([F:25])([C:21]([F:24])([F:23])[F:22])[CH2:19][NH2:20].Cl.CN(C)CCCN=C=NCC.C(N(CC)C(C)C)(C)C. The product is [CH2:1]([O:3][C:4](=[O:11])[C:5]([OH:10])([CH3:9])[C:6]([NH:20][CH2:19][C:18]([F:25])([F:17])[C:21]([F:24])([F:23])[F:22])=[O:8])[CH3:2]. (3) The reactants are [CH3:1][C:2]1[CH:3]=[C:4]2[C:8](=[CH:9][CH:10]=1)[NH:7][C:6](=[O:11])[C:5]2=O.O.NN.Cl. The catalyst is C(OCC)(=O)C.CCCCCC. The product is [CH3:1][C:2]1[CH:3]=[C:4]2[C:8](=[CH:9][CH:10]=1)[NH:7][C:6](=[O:11])[CH2:5]2. The yield is 0.470. (4) The reactants are [C:1]([CH:7]1[CH2:12][CH2:11][N:10]([C:13]([O:15][CH2:16][C:17]2[CH:22]=[CH:21][CH:20]=[CH:19][CH:18]=2)=[O:14])[CH2:9][CH2:8]1)(=O)[CH2:2][CH2:3][CH:4]=[CH2:5].[C:23]([O-:26])(=O)[CH3:24].[NH4+:27].[C:28]([N+:32]#[C-])([CH3:31])([CH3:30])[CH3:29].FC(F)(F)[CH2:36][OH:37]. The catalyst is O. The product is [C:23]([NH:27][C:1]([CH:7]1[CH2:12][CH2:11][N:10]([C:13]([O:15][CH2:16][C:17]2[CH:22]=[CH:21][CH:20]=[CH:19][CH:18]=2)=[O:14])[CH2:9][CH2:8]1)([CH2:2][CH2:3][CH:4]=[CH2:5])[C:36]([NH:32][C:28]([CH3:31])([CH3:30])[CH3:29])=[O:37])(=[O:26])[CH3:24]. The yield is 0.560.